This data is from Catalyst prediction with 721,799 reactions and 888 catalyst types from USPTO. The task is: Predict which catalyst facilitates the given reaction. (1) Reactant: C(N(CC)CC)C.[NH2:8][C:9]1[CH:10]=[C:11]2[C:16](=[CH:17][CH:18]=1)[CH2:15][N:14]([C:19]([O:21][C:22]([CH3:25])([CH3:24])[CH3:23])=[O:20])[CH2:13][CH2:12]2.[CH3:26][O:27][CH2:28][CH2:29][S:30](Cl)(=[O:32])=[O:31].O. Product: [CH3:26][O:27][CH2:28][CH2:29][S:30]([NH:8][C:9]1[CH:10]=[C:11]2[C:16](=[CH:17][CH:18]=1)[CH2:15][N:14]([C:19]([O:21][C:22]([CH3:25])([CH3:24])[CH3:23])=[O:20])[CH2:13][CH2:12]2)(=[O:32])=[O:31]. The catalyst class is: 7. (2) Reactant: C1[N:14]([CH2:13][CH2:12][CH2:11]N)CCN([CH2:11][CH2:12][CH2:13][NH2:14])C1.N[C:16]1[CH:37]=[C:36]([NH2:38])[CH:35]=[CH:34][C:17]=1OC1C=CC(OCCCCCCCC)=CC=1.[CH:39]1[C:44]2[C:45]([O:47][C:48](=[O:49])[C:43]=2[CH:42]=[C:41]2[C:50]([O:52]C(=O)[C:40]=12)=O)=[O:46].C1[C:60]([C:61]2[CH:66]=[CH:65][C:64]3[C:67]([O:69][C:70](=[O:71])[C:63]=3[CH:62]=2)=[O:68])=[CH:59][C:58]2C(OC(=O)C=2C=1)=O. Product: [CH3:64][C:63]1([CH3:70])[C:16]2[CH:37]=[C:36]([NH2:38])[CH:35]=[CH:34][C:17]=2[C:61]([C:60]2[CH:11]=[CH:12][C:13]([NH2:14])=[CH:58][CH:59]=2)([CH3:66])[CH2:62]1.[CH:66]1[C:61]([C:50]([C:41]2[CH:40]=[CH:39][C:44]3[C:45]([O:47][C:48](=[O:49])[C:43]=3[CH:42]=2)=[O:46])=[O:52])=[CH:62][C:63]2[C:70]([O:69][C:67](=[O:68])[C:64]=2[CH:65]=1)=[O:71]. The catalyst class is: 37. (3) Reactant: [C:1]1([S:7]([N:10]2[C:18]3[C:13](=[C:14]([NH:19][C:20](=[O:23])[CH2:21]Br)[CH:15]=[CH:16][CH:17]=3)[CH:12]=[CH:11]2)(=[O:9])=[O:8])[CH:6]=[CH:5][CH:4]=[CH:3][CH:2]=1.[CH2:24]([CH2:26][NH2:27])[OH:25]. Product: [C:1]1([S:7]([N:10]2[C:18]3[C:13](=[C:14]([NH:19][C:20](=[O:23])[CH2:21][NH:27][CH2:26][CH2:24][OH:25])[CH:15]=[CH:16][CH:17]=3)[CH:12]=[CH:11]2)(=[O:9])=[O:8])[CH:6]=[CH:5][CH:4]=[CH:3][CH:2]=1. The catalyst class is: 14. (4) Reactant: [Cl:1][C:2]1[C:7]([Cl:8])=[CH:6][C:5]([CH:9]=[CH2:10])=[CH:4][C:3]=1[CH2:11][O:12][Si:13]([C:16]([CH3:19])([CH3:18])[CH3:17])([CH3:15])[CH3:14].C1C=CC(P(C2C=CC=CC=2)CCCCP(C2C=CC=CC=2)C2C=CC=CC=2)=CC=1.CC1(C)C(C)(C)OB[O:52]1.B(O[O-])=O.[Na+]. Product: [Cl:8][C:7]1[CH:6]=[C:5]([CH2:9][CH2:10][OH:52])[CH:4]=[C:3]([CH2:11][O:12][Si:13]([C:16]([CH3:19])([CH3:18])[CH3:17])([CH3:14])[CH3:15])[C:2]=1[Cl:1]. The catalyst class is: 1. (5) The catalyst class is: 42. Product: [C:1]12([C:11]3[CH:21]=[CH:20][C:14]([O:15][CH2:16][C:17]([N:23]([CH3:24])[CH3:22])=[O:18])=[CH:13][CH:12]=3)[CH2:10][CH:5]3[CH2:6][CH:7]([CH2:9][CH:3]([CH2:4]3)[CH2:2]1)[CH2:8]2. Reactant: [C:1]12([C:11]3[CH:21]=[CH:20][C:14]([O:15][CH2:16][C:17](O)=[O:18])=[CH:13][CH:12]=3)[CH2:10][CH:5]3[CH2:6][CH:7]([CH2:9][CH:3]([CH2:4]3)[CH2:2]1)[CH2:8]2.[CH3:22][NH:23][CH3:24].Cl.C(N=C=NCCCN(C)C)C.O.ON1C2C=CC=CC=2N=N1.C(N(CC)C(C)C)(C)C. (6) Reactant: [Br:1]N1C(=O)CCC1=O.[CH2:9]([C:12]1[CH:13]=[N:14][C:15]2[C:20]([C:21]=1[OH:22])=[CH:19][C:18]([O:23][CH3:24])=[CH:17][CH:16]=2)[CH:10]=[CH2:11].CO. Product: [Br:1][CH2:11][CH:10]1[O:22][C:21]2[C:20]3[CH:19]=[C:18]([O:23][CH3:24])[CH:17]=[CH:16][C:15]=3[N:14]=[CH:13][C:12]=2[CH2:9]1. The catalyst class is: 4. (7) Reactant: [CH2:1]([C@@H:8]1[CH2:10][C@H:9]1/[CH:11]=[CH:12]/[C:13]([OH:15])=O)[C:2]1[CH:7]=[CH:6][CH:5]=[CH:4][CH:3]=1.[O:16]1[CH2:20][CH2:19][CH2:18][CH:17]1[CH2:21][NH2:22].O1CCC[CH2:24]1.Cl.C(N=C=NCCCN(C)C)C. Product: [O:16]1[CH2:20][CH2:19][CH2:18][CH2:24][CH:17]1[CH2:21][NH:22][C:13](=[O:15])/[CH:12]=[CH:11]/[C@@H:9]1[CH2:10][C@H:8]1[CH2:1][C:2]1[CH:3]=[CH:4][CH:5]=[CH:6][CH:7]=1. The catalyst class is: 6. (8) Reactant: [Cl:1][C:2]1[CH:3]=[C:4]([C@@:9]2([CH2:23][OH:24])[O:15][CH2:14][CH2:13][N:12](C(OC(C)(C)C)=O)[CH2:11][CH2:10]2)[CH:5]=[CH:6][C:7]=1[Cl:8].Cl.C(OCC)(=O)C. Product: [ClH:1].[Cl:1][C:2]1[CH:3]=[C:4]([C@@:9]2([CH2:23][OH:24])[O:15][CH2:14][CH2:13][NH:12][CH2:11][CH2:10]2)[CH:5]=[CH:6][C:7]=1[Cl:8]. The catalyst class is: 8.